This data is from Reaction yield outcomes from USPTO patents with 853,638 reactions. The task is: Predict the reaction yield, written as a fraction of the theoretical maximum amount of product (1.0 means a 100% yield; for example, 0.34 means a 34% yield). (1) The reactants are [F:1][C:2]1[CH:7]=[CH:6][C:5]([N:8]2[C:13](=[O:14])[C:12]([CH2:15]Br)=[C:11]([C:17]3[CH:22]=[CH:21][C:20]([S:23]([CH3:26])(=[O:25])=[O:24])=[CH:19][CH:18]=3)[CH:10]=[N:9]2)=[CH:4][CH:3]=1.[F:27][C:28]1[CH:33]=[CH:32][C:31]([OH:34])=[CH:30][CH:29]=1.C([O-])([O-])=O.[K+].[K+]. The catalyst is CC(C)=O. The product is [F:1][C:2]1[CH:7]=[CH:6][C:5]([N:8]2[C:13](=[O:14])[C:12]([CH2:15][O:34][C:31]3[CH:32]=[CH:33][C:28]([F:27])=[CH:29][CH:30]=3)=[C:11]([C:17]3[CH:22]=[CH:21][C:20]([S:23]([CH3:26])(=[O:25])=[O:24])=[CH:19][CH:18]=3)[CH:10]=[N:9]2)=[CH:4][CH:3]=1. The yield is 0.720. (2) The reactants are [CH2:1]([C:3]1[CH:4]=[C:5]2[C:9](=[CH:10][C:11]=1[N+:12]([O-])=O)[NH:8][CH:7]=[CH:6]2)[CH3:2]. The catalyst is [Ni]. The product is [CH2:1]([C:3]1[CH:4]=[C:5]2[C:9](=[CH:10][C:11]=1[NH2:12])[NH:8][CH:7]=[CH:6]2)[CH3:2]. The yield is 0.480. (3) The reactants are C[Al](C)C.[F:5][C:6]([F:10])([F:9])[CH2:7][NH2:8].C[O:12][C:13](=O)[C:14]1[CH:19]=[CH:18][C:17]([O:20][CH2:21][C:22]2[C:23]([C:28]3[CH:33]=[CH:32][CH:31]=[CH:30][C:29]=3[F:34])=[N:24][O:25][C:26]=2[CH3:27])=[N:16][CH:15]=1.O. The catalyst is O1CCOCC1. The product is [F:34][C:29]1[CH:30]=[CH:31][CH:32]=[CH:33][C:28]=1[C:23]1[C:22]([CH2:21][O:20][C:17]2[CH:18]=[CH:19][C:14]([C:13]([NH:8][CH2:7][C:6]([F:10])([F:9])[F:5])=[O:12])=[CH:15][N:16]=2)=[C:26]([CH3:27])[O:25][N:24]=1. The yield is 0.880. (4) The reactants are [Cl:1][C:2]1[C:3]([NH:16][CH2:17][CH:18]2[CH2:23][CH2:22][O:21][CH2:20][CH2:19]2)=[N:4][C:5]([C:8]2[C:13]([Cl:14])=[CH:12][N:11]=[C:10](F)[CH:9]=2)=[CH:6][N:7]=1.[NH2:24][C@H:25]1[CH2:30][CH2:29][C@H:28]([OH:31])[CH2:27][CH2:26]1. The catalyst is CS(C)=O. The product is [Cl:14][C:13]1[C:8]([C:5]2[CH:6]=[N:7][C:2]([Cl:1])=[C:3]([NH:16][CH2:17][CH:18]3[CH2:23][CH2:22][O:21][CH2:20][CH2:19]3)[N:4]=2)=[CH:9][C:10]([NH:24][C@H:25]2[CH2:30][CH2:29][C@H:28]([OH:31])[CH2:27][CH2:26]2)=[N:11][CH:12]=1. The yield is 0.0869. (5) The catalyst is CO.O. The yield is 0.980. The reactants are [CH3:1][C:2]1[CH:11]=[C:10]2[C:5]([C:6]([OH:16])=[CH:7][C:8]([C:12]([O:14]C)=[O:13])=[N:9]2)=[CH:4][CH:3]=1.[Li+].[OH-]. The product is [CH3:1][C:2]1[CH:11]=[C:10]2[C:5]([C:6]([OH:16])=[CH:7][C:8]([C:12]([OH:14])=[O:13])=[N:9]2)=[CH:4][CH:3]=1.